Dataset: Forward reaction prediction with 1.9M reactions from USPTO patents (1976-2016). Task: Predict the product of the given reaction. (1) Given the reactants ClCC1C=CC(O[CH2:10][O:11][CH2:12][CH2:13][Si:14]([CH3:17])([CH3:16])[CH3:15])=CC=1.O[C:19]1[CH:28]=[CH:27][C:22]([C:23]([O:25][CH3:26])=[O:24])=[CH:21][CH:20]=1, predict the reaction product. The product is: [CH3:15][Si:14]([CH3:17])([CH3:16])[CH2:13][CH2:12][O:11][CH2:10][C:19]1[CH:28]=[CH:27][C:22]([C:23]([O:25][CH3:26])=[O:24])=[CH:21][CH:20]=1. (2) Given the reactants [CH3:1][C:2]1[N:3]=[C:4]([C:8]2[CH:13]=[CH:12][N:11]3[CH:14]=[CH:15][N:16]=[C:10]3[CH:9]=2)[N:5]=[N:6][CH:7]=1.[I:17]NC(=O)CCC(N)=O.C(OCC)C, predict the reaction product. The product is: [I:17][C:14]1[N:11]2[CH:12]=[CH:13][C:8]([C:4]3[N:5]=[N:6][CH:7]=[C:2]([CH3:1])[N:3]=3)=[CH:9][C:10]2=[N:16][CH:15]=1. (3) Given the reactants [C:1]([O:5][C:6](=[O:30])[NH:7][C:8]1[N:17]([CH2:18][CH2:19][CH3:20])[CH2:16][C:15]2[C:10](=[CH:11][CH:12]=[C:13]([O:21][C:22]3[CH:27]=[CH:26][CH:25]=[C:24]([C:28]#[N:29])[CH:23]=3)[CH:14]=2)[N:9]=1)([CH3:4])([CH3:3])[CH3:2].N.O=[Si]=O, predict the reaction product. The product is: [C:1]([O:5][C:6](=[O:30])[NH:7][C:8]1[N:17]([CH2:18][CH2:19][CH3:20])[CH2:16][C:15]2[C:10](=[CH:11][CH:12]=[C:13]([O:21][C:22]3[CH:27]=[CH:26][CH:25]=[C:24]([CH2:28][NH2:29])[CH:23]=3)[CH:14]=2)[N:9]=1)([CH3:2])([CH3:3])[CH3:4]. (4) Given the reactants [C:1]([O:5][C:6]([NH:8][C@@H:9]([C@H:13]([OH:15])[CH3:14])[C:10]([OH:12])=O)=[O:7])([CH3:4])([CH3:3])[CH3:2].CCN=C=N[CH2:21][CH2:22][CH2:23][N:24]([CH3:26])C.Cl.C1C=CC2N(O)N=NC=2C=1.CCN(C(C)C)C(C)C.N1CCCC1, predict the reaction product. The product is: [OH:15][C@H:13]([CH3:14])[C@H:9]([NH:8][C:6](=[O:7])[O:5][C:1]([CH3:2])([CH3:3])[CH3:4])[C:10](=[O:12])[N:24]1[CH2:23][CH2:22][CH2:21][CH2:26]1. (5) Given the reactants [Cl:1][C:2]1[CH:15]=[C:14]([F:16])[CH:13]=[CH:12][C:3]=1[CH2:4][NH:5][C:6]1[S:7][CH2:8][C:9](=[O:11])[N:10]=1.[N:17]1[C:26]2[C:21](=[N:22][C:23]([CH:27]=O)=[CH:24][CH:25]=2)[CH:20]=[CH:19][CH:18]=1.C(O)(=O)C1C=CC=CC=1.N1CCCCC1, predict the reaction product. The product is: [Cl:1][C:2]1[CH:15]=[C:14]([F:16])[CH:13]=[CH:12][C:3]=1[CH2:4][NH:5][C:6]1[S:7][C:8](=[CH:27][C:23]2[CH:24]=[CH:25][C:26]3[C:21](=[CH:20][CH:19]=[CH:18][N:17]=3)[N:22]=2)[C:9](=[O:11])[N:10]=1. (6) Given the reactants C([Li])CCC.CCCCCC.CC1(C)CCCC(C)(C)N1.[Br:22][C:23]1[CH:28]=[CH:27][C:26]([F:29])=[C:25]([F:30])[CH:24]=1.[C:31](=[O:33])=[O:32], predict the reaction product. The product is: [Br:22][C:23]1[C:24]([C:31]([OH:33])=[O:32])=[C:25]([F:30])[C:26]([F:29])=[CH:27][CH:28]=1.